From a dataset of NCI-60 drug combinations with 297,098 pairs across 59 cell lines. Regression. Given two drug SMILES strings and cell line genomic features, predict the synergy score measuring deviation from expected non-interaction effect. Drug 1: C1CCN(CC1)CCOC2=CC=C(C=C2)C(=O)C3=C(SC4=C3C=CC(=C4)O)C5=CC=C(C=C5)O. Drug 2: C1CN(CCN1C(=O)CCBr)C(=O)CCBr. Cell line: UACC62. Synergy scores: CSS=30.0, Synergy_ZIP=-4.69, Synergy_Bliss=0.267, Synergy_Loewe=-2.34, Synergy_HSA=-1.21.